Task: Regression. Given a peptide amino acid sequence and an MHC pseudo amino acid sequence, predict their binding affinity value. This is MHC class II binding data.. Dataset: Peptide-MHC class II binding affinity with 134,281 pairs from IEDB (1) The peptide sequence is MGKATTEEQKLIEDV. The MHC is HLA-DPA10201-DPB11401 with pseudo-sequence HLA-DPA10201-DPB11401. The binding affinity (normalized) is 0.244. (2) The peptide sequence is PANDKFTVFEAAFNNAIKAS. The MHC is DRB1_0401 with pseudo-sequence DRB1_0401. The binding affinity (normalized) is 0.197.